From a dataset of Reaction yield outcomes from USPTO patents with 853,638 reactions. Predict the reaction yield, written as a fraction of the theoretical maximum amount of product (1.0 means a 100% yield; for example, 0.34 means a 34% yield). (1) The catalyst is C(Cl)Cl. The product is [CH2:12]([CH:14]1[CH2:19][CH2:18][N:17]([C:29]([O:31][C:32]([CH3:35])([CH3:34])[CH3:33])=[O:30])[CH2:16][CH2:15]1)[C:6]1[CH:11]=[CH:10][CH:9]=[CH:8][CH:7]=1. The reactants are NC(N)=O.Cl.[C:6]1([C:12]([CH:14]2[CH2:19][CH2:18][NH:17][CH2:16][CH2:15]2)=O)[CH:11]=[CH:10][CH:9]=[CH:8][CH:7]=1.CCN(C(C)C)C(C)C.[C:29](O[C:29]([O:31][C:32]([CH3:35])([CH3:34])[CH3:33])=[O:30])([O:31][C:32]([CH3:35])([CH3:34])[CH3:33])=[O:30]. The yield is 0.920. (2) The reactants are C(OC([N:8]1[CH2:12][CH2:11][CH2:10][C@H:9]1[CH2:13][O:14][C:15]1[CH:24]=[CH:23][C:18]([C:19]([O:21][CH3:22])=[O:20])=[CH:17][C:16]=1[C:25]([O:27][CH3:28])=[O:26])=O)(C)(C)C.C(O)(C(F)(F)F)=O. The catalyst is C(Cl)Cl. The product is [NH:8]1[CH2:12][CH2:11][CH2:10][C@H:9]1[CH2:13][O:14][C:15]1[CH:24]=[CH:23][C:18]([C:19]([O:21][CH3:22])=[O:20])=[CH:17][C:16]=1[C:25]([O:27][CH3:28])=[O:26]. The yield is 0.530. (3) The reactants are [CH3:1][N:2]([C:15]1[CH:20]=[C:19]([O:21][C:22]2[CH:23]=[C:24]3[C:28](=[CH:29][CH:30]=2)[N:27]([C:31](=[O:34])[NH:32][CH3:33])[CH:26]=[CH:25]3)[CH:18]=[CH:17][N:16]=1)[C:3](=O)[O:4]C1C=CC([N+]([O-])=O)=CC=1.[NH3:35]. The catalyst is CN(C)C=O. The product is [CH3:33][NH:32][C:31]([N:27]1[C:28]2[C:24](=[CH:23][C:22]([O:21][C:19]3[CH:18]=[CH:17][N:16]=[C:15]([N:2]([CH3:1])[C:3]([NH2:35])=[O:4])[CH:20]=3)=[CH:30][CH:29]=2)[CH:25]=[CH:26]1)=[O:34]. The yield is 0.480. (4) The reactants are [Cl:1][C:2]1[CH:9]=[CH:8][C:5]([C:6]#[N:7])=[C:4]([O:10][C:11]2[CH:16]=[CH:15][CH:14]=[C:13]([CH:17]=O)[CH:12]=2)[CH:3]=1.[NH2:19][CH2:20][CH2:21][CH2:22][OH:23].C([BH3-])#N.[Na+].[C:28]([OH:35])(=[O:34])/[CH:29]=[CH:30]/[C:31]([OH:33])=[O:32]. The catalyst is C(O)(=O)C.CO. The product is [C:28]([OH:35])(=[O:34])/[CH:29]=[CH:30]/[C:31]([OH:33])=[O:32].[Cl:1][C:2]1[CH:9]=[CH:8][C:5]([C:6]#[N:7])=[C:4]([O:10][C:11]2[CH:16]=[CH:15][CH:14]=[C:13]([CH2:17][NH:19][CH2:20][CH2:21][CH2:22][OH:23])[CH:12]=2)[CH:3]=1. The yield is 0.990. (5) The reactants are C(OC([N:8]1[CH2:13][CH2:12][N:11]([C:14]([O:16][CH2:17][C:18]2[CH:23]=[CH:22][CH:21]=[CH:20][CH:19]=2)=[O:15])[CH:10]([C:24](=[O:29])[N:25]([O:27][CH3:28])[CH3:26])[CH2:9]1)=O)(C)(C)C. The catalyst is ClCCl.FC(F)(F)C(O)=O. The product is [CH2:17]([O:16][C:14]([N:11]1[CH2:12][CH2:13][NH:8][CH2:9][CH:10]1[C:24](=[O:29])[N:25]([O:27][CH3:28])[CH3:26])=[O:15])[C:18]1[CH:19]=[CH:20][CH:21]=[CH:22][CH:23]=1. The yield is 1.00.